This data is from Catalyst prediction with 721,799 reactions and 888 catalyst types from USPTO. The task is: Predict which catalyst facilitates the given reaction. Reactant: [C:1]([O:4][CH2:5][CH2:6][CH2:7][N:8]1[CH2:13][CH2:12][CH:11]([CH2:14][O:15][Si](C(C)(C)C)(C2C=CC=CC=2)C2C=CC=CC=2)[CH2:10][CH2:9]1)(=[O:3])[CH3:2].[F-].C([N+](CCCC)(CCCC)CCCC)CCC. Product: [C:1]([O:4][CH2:5][CH2:6][CH2:7][N:8]1[CH2:13][CH2:12][CH:11]([CH2:14][OH:15])[CH2:10][CH2:9]1)(=[O:3])[CH3:2]. The catalyst class is: 1.